From a dataset of NCI-60 drug combinations with 297,098 pairs across 59 cell lines. Regression. Given two drug SMILES strings and cell line genomic features, predict the synergy score measuring deviation from expected non-interaction effect. (1) Drug 1: CCC1=CC2CC(C3=C(CN(C2)C1)C4=CC=CC=C4N3)(C5=C(C=C6C(=C5)C78CCN9C7C(C=CC9)(C(C(C8N6C)(C(=O)OC)O)OC(=O)C)CC)OC)C(=O)OC.C(C(C(=O)O)O)(C(=O)O)O. Drug 2: CC12CCC3C(C1CCC2O)C(CC4=C3C=CC(=C4)O)CCCCCCCCCS(=O)CCCC(C(F)(F)F)(F)F. Cell line: SK-MEL-2. Synergy scores: CSS=53.9, Synergy_ZIP=1.45, Synergy_Bliss=1.36, Synergy_Loewe=-20.2, Synergy_HSA=1.27. (2) Drug 1: C1=C(C(=O)NC(=O)N1)F. Drug 2: CCC1(CC2CC(C3=C(CCN(C2)C1)C4=CC=CC=C4N3)(C5=C(C=C6C(=C5)C78CCN9C7C(C=CC9)(C(C(C8N6C)(C(=O)OC)O)OC(=O)C)CC)OC)C(=O)OC)O.OS(=O)(=O)O. Cell line: RPMI-8226. Synergy scores: CSS=80.6, Synergy_ZIP=-6.35, Synergy_Bliss=-11.3, Synergy_Loewe=-10.7, Synergy_HSA=-9.34. (3) Drug 1: C1CN1P(=S)(N2CC2)N3CC3. Drug 2: C1CN1C2=NC(=NC(=N2)N3CC3)N4CC4. Cell line: K-562. Synergy scores: CSS=45.4, Synergy_ZIP=-5.73, Synergy_Bliss=-5.29, Synergy_Loewe=0.923, Synergy_HSA=1.72. (4) Drug 1: CC(CN1CC(=O)NC(=O)C1)N2CC(=O)NC(=O)C2. Drug 2: CN1C2=C(C=C(C=C2)N(CCCl)CCCl)N=C1CCCC(=O)O.Cl. Cell line: HOP-62. Synergy scores: CSS=11.8, Synergy_ZIP=-1.40, Synergy_Bliss=9.40, Synergy_Loewe=5.01, Synergy_HSA=6.46. (5) Drug 1: CC1C(C(=O)NC(C(=O)N2CCCC2C(=O)N(CC(=O)N(C(C(=O)O1)C(C)C)C)C)C(C)C)NC(=O)C3=C4C(=C(C=C3)C)OC5=C(C(=O)C(=C(C5=N4)C(=O)NC6C(OC(=O)C(N(C(=O)CN(C(=O)C7CCCN7C(=O)C(NC6=O)C(C)C)C)C)C(C)C)C)N)C. Drug 2: C1CCC(C(C1)N)N.C(=O)(C(=O)[O-])[O-].[Pt+4]. Cell line: IGROV1. Synergy scores: CSS=11.5, Synergy_ZIP=-5.97, Synergy_Bliss=-0.797, Synergy_Loewe=-1.90, Synergy_HSA=0.131. (6) Drug 1: CC1=C(C(CCC1)(C)C)C=CC(=CC=CC(=CC(=O)O)C)C. Drug 2: C1=NC2=C(N=C(N=C2N1C3C(C(C(O3)CO)O)F)Cl)N. Cell line: HOP-62. Synergy scores: CSS=24.8, Synergy_ZIP=-1.10, Synergy_Bliss=1.45, Synergy_Loewe=-21.0, Synergy_HSA=5.74. (7) Drug 1: C1=C(C(=O)NC(=O)N1)N(CCCl)CCCl. Drug 2: C1CN(CCN1C(=O)CCBr)C(=O)CCBr. Cell line: EKVX. Synergy scores: CSS=20.9, Synergy_ZIP=3.92, Synergy_Bliss=7.75, Synergy_Loewe=5.72, Synergy_HSA=7.34. (8) Drug 1: C1CCN(CC1)CCOC2=CC=C(C=C2)C(=O)C3=C(SC4=C3C=CC(=C4)O)C5=CC=C(C=C5)O. Drug 2: B(C(CC(C)C)NC(=O)C(CC1=CC=CC=C1)NC(=O)C2=NC=CN=C2)(O)O. Cell line: T-47D. Synergy scores: CSS=7.11, Synergy_ZIP=-2.33, Synergy_Bliss=1.96, Synergy_Loewe=-0.0847, Synergy_HSA=-0.0266. (9) Drug 1: C1=CC=C(C(=C1)C(C2=CC=C(C=C2)Cl)C(Cl)Cl)Cl. Drug 2: C1=NC2=C(N=C(N=C2N1C3C(C(C(O3)CO)O)F)Cl)N. Cell line: K-562. Synergy scores: CSS=16.2, Synergy_ZIP=-4.80, Synergy_Bliss=-2.16, Synergy_Loewe=-25.6, Synergy_HSA=-4.99. (10) Cell line: UACC62. Drug 2: CN1C2=C(C=C(C=C2)N(CCCl)CCCl)N=C1CCCC(=O)O.Cl. Synergy scores: CSS=48.2, Synergy_ZIP=5.81, Synergy_Bliss=1.18, Synergy_Loewe=-26.9, Synergy_HSA=1.25. Drug 1: C1C(C(OC1N2C=NC3=C(N=C(N=C32)Cl)N)CO)O.